Dataset: Reaction yield outcomes from USPTO patents with 853,638 reactions. Task: Predict the reaction yield, written as a fraction of the theoretical maximum amount of product (1.0 means a 100% yield; for example, 0.34 means a 34% yield). (1) The reactants are Cl.[Cl:2][C:3]1[CH:4]=[C:5]([NH:18][C:19]2[C:28]3[C:23](=[CH:24][CH:25]=[C:26](I)[CH:27]=3)[N:22]=[CH:21][N:20]=2)[CH:6]=[CH:7][C:8]=1[O:9][CH2:10][C:11]1[CH:16]=[CH:15][CH:14]=[C:13]([F:17])[CH:12]=1.C(N(CC)CC)C.[CH3:37][O:38][N:39]([CH3:60])[C:40]([C:42]1[O:43][C:44]([Sn](CCCC)(CCCC)CCCC)=[CH:45][CH:46]=1)=[O:41]. The catalyst is COCCOC.Cl[Pd](Cl)([P](C1C=CC=CC=1)(C1C=CC=CC=1)C1C=CC=CC=1)[P](C1C=CC=CC=1)(C1C=CC=CC=1)C1C=CC=CC=1. The product is [CH3:37][O:38][N:39]([CH3:60])[C:40]([C:42]1[O:43][C:44]([C:26]2[CH:27]=[C:28]3[C:23](=[CH:24][CH:25]=2)[N:22]=[CH:21][N:20]=[C:19]3[NH:18][C:5]2[CH:6]=[CH:7][C:8]([O:9][CH2:10][C:11]3[CH:16]=[CH:15][CH:14]=[C:13]([F:17])[CH:12]=3)=[C:3]([Cl:2])[CH:4]=2)=[CH:45][CH:46]=1)=[O:41]. The yield is 0.770. (2) The reactants are N1C=CC=[CH:3][C:2]=1[S:7][S:8][C:9]1[CH:14]=[CH:13][CH:12]=[CH:11][N:10]=1.Cl.[NH2:16]CCS. The catalyst is CO.C(O)(=O)C. The product is [N:10]1[CH:11]=[CH:12][CH:13]=[CH:14][C:9]=1[S:8][S:7][CH2:2][CH2:3][NH2:16]. The yield is 0.740. (3) The reactants are [Li+].[Cl-].[C:3](/[CH:5]=[CH:6]/[C:7]1[CH:8]=[C:9]([CH:21]=[CH:22][CH:23]=1)[O:10][C:11]1[CH:18]=[CH:17][C:14]([C:15]#[N:16])=[CH:13][C:12]=1[O:19]C)#[N:4].O.Cl. The catalyst is CN(C=O)C. The product is [C:3](/[CH:5]=[CH:6]/[C:7]1[CH:8]=[C:9]([CH:21]=[CH:22][CH:23]=1)[O:10][C:11]1[CH:18]=[CH:17][C:14]([C:15]#[N:16])=[CH:13][C:12]=1[OH:19])#[N:4]. The yield is 0.210. (4) The reactants are [CH2:1]([O:3]CC)C.Br[C:7]1[CH:8]=[CH:9][C:10]([O:13][CH2:14][C:15]2[CH:20]=[CH:19][C:18]([F:21])=[CH:17][CH:16]=2)=[N:11][CH:12]=1.C([Li])CCC.CN(C)C=O. The catalyst is O. The product is [F:21][C:18]1[CH:19]=[CH:20][C:15]([CH2:14][O:13][C:10]2[N:11]=[CH:12][C:7]([CH:1]=[O:3])=[CH:8][CH:9]=2)=[CH:16][CH:17]=1. The yield is 0.725.